From a dataset of Peptide-MHC class II binding affinity with 134,281 pairs from IEDB. Regression. Given a peptide amino acid sequence and an MHC pseudo amino acid sequence, predict their binding affinity value. This is MHC class II binding data. (1) The peptide sequence is AFSPEVIPMFSALSEGA. The MHC is DRB3_0202 with pseudo-sequence DRB3_0202. The binding affinity (normalized) is 0. (2) The peptide sequence is RGIEYIQHNGVVQES. The MHC is DRB1_0301 with pseudo-sequence DRB1_0301. The binding affinity (normalized) is 0.349.